From a dataset of Catalyst prediction with 721,799 reactions and 888 catalyst types from USPTO. Predict which catalyst facilitates the given reaction. (1) Reactant: C[CH:2]([CH2:6][CH2:7][CH2:8][CH2:9][C@@H:10]([NH:23][C:24](=[O:44])[C@H:25]([CH2:34][C:35]1[C:40]([CH3:41])=[CH:39][C:38]([OH:42])=[CH:37][C:36]=1[CH3:43])[NH:26][C:27]([O:29][C:30]([CH3:33])([CH3:32])[CH3:31])=[O:28])[C:11](=[O:22])[NH:12][CH2:13][CH2:14][CH2:15][C:16]1[CH:21]=[CH:20][CH:19]=[CH:18][CH:17]=1)[C:3]([OH:5])=[O:4].[OH-].[Li+].O. Product: [C:30]([O:29][C:27]([NH:26][C@H:25]([C:24]([NH:23][C@@H:10]([C:11](=[O:22])[NH:12][CH2:13][CH2:14][CH2:15][C:16]1[CH:21]=[CH:20][CH:19]=[CH:18][CH:17]=1)[CH2:9][CH2:8][CH2:7][CH2:6][CH2:2][C:3]([OH:5])=[O:4])=[O:44])[CH2:34][C:35]1[C:40]([CH3:41])=[CH:39][C:38]([OH:42])=[CH:37][C:36]=1[CH3:43])=[O:28])([CH3:33])([CH3:31])[CH3:32]. The catalyst class is: 1. (2) Reactant: [CH2:1]([O:3][CH:4]([O:6][C@@H:7]1[CH2:15][C@@H:10]2[O:11][CH:12]([OH:14])[CH2:13][C@@H:9]2[C@H:8]1[CH2:16][CH2:17][C@@H:18]([O:27][CH:28]([O:30][CH2:31][CH3:32])[CH3:29])[CH2:19][CH2:20][C:21]1[CH:26]=[CH:25][CH:24]=[CH:23][CH:22]=1)[CH3:5])[CH3:2].[OH2:33].C(O[CH2:38][CH3:39])(=O)C.[CH2:40](O)[C:41](N)(CO)[CH2:42]O. Product: [CH2:1]([O:3][CH:4]([O:6][C@@H:7]1[CH2:15][C@H:10]([OH:11])[C@@H:9]([C@@H:13]([CH2:40][CH2:41][CH:42]=[CH:38][CH3:39])[C:12]([OH:33])=[O:14])[CH:8]1[CH2:16][CH2:17][C@@H:18]([O:27][CH:28]([O:30][CH2:31][CH3:32])[CH3:29])[CH2:19][CH2:20][C:21]1[CH:22]=[CH:23][CH:24]=[CH:25][CH:26]=1)[CH3:5])[CH3:2]. The catalyst class is: 1. (3) Reactant: Br[C:2]1[CH:3]=[C:4]([CH:18]=[CH:19][CH:20]=1)[CH2:5][NH:6][C:7](=[O:17])[CH2:8][NH:9][C:10](=[O:16])[O:11][C:12]([CH3:15])([CH3:14])[CH3:13].[B:21]1([B:21]2[O:25][C:24]([CH3:27])([CH3:26])[C:23]([CH3:29])([CH3:28])[O:22]2)[O:25][C:24]([CH3:27])([CH3:26])[C:23]([CH3:29])([CH3:28])[O:22]1.C([O-])(=O)C.[K+]. Product: [O:17]=[C:7]([NH:6][CH2:5][C:4]1[CH:18]=[CH:19][CH:20]=[C:2]([B:21]2[O:25][C:24]([CH3:27])([CH3:26])[C:23]([CH3:29])([CH3:28])[O:22]2)[CH:3]=1)[CH2:8][NH:9][C:10](=[O:16])[O:11][C:12]([CH3:15])([CH3:14])[CH3:13]. The catalyst class is: 184. (4) Reactant: [H-].[Al+3].[Li+].[H-].[H-].[H-].C(OCC)(=O)C.N1(C(N)=O)CCOCC1.[Br:22][C:23]1[CH:24]=[C:25]([C:29](O)=[O:30])[CH:26]=[N:27][CH:28]=1.S(=O)(=O)(O)O. Product: [Br:22][C:23]1[CH:28]=[N:27][CH:26]=[C:25]([CH:24]=1)[CH:29]=[O:30]. The catalyst class is: 1. (5) Reactant: [CH3:1][S:2](Cl)(=[O:4])=[O:3].[CH2:6]([O:8][C:9]1[C:10]([CH2:33][N:34]2[CH2:39][CH2:38][CH2:37][CH2:36][CH2:35]2)=[C:11]2[C:16](=[C:17]3[CH2:21][C:20]([CH3:23])([CH3:22])[O:19][C:18]=13)[C:15]([C:24]1[CH:25]=[C:26]([NH2:30])[CH:27]=[CH:28][CH:29]=1)=[N:14][C:13]([CH3:32])([CH3:31])[CH2:12]2)[CH3:7].C(=O)([O-])O.[Na+]. Product: [CH2:6]([O:8][C:9]1[C:10]([CH2:33][N:34]2[CH2:35][CH2:36][CH2:37][CH2:38][CH2:39]2)=[C:11]2[C:16](=[C:17]3[CH2:21][C:20]([CH3:22])([CH3:23])[O:19][C:18]=13)[C:15]([C:24]1[CH:25]=[C:26]([NH:30][S:2]([CH3:1])(=[O:4])=[O:3])[CH:27]=[CH:28][CH:29]=1)=[N:14][C:13]([CH3:32])([CH3:31])[CH2:12]2)[CH3:7]. The catalyst class is: 17. (6) Reactant: [N:1]1([CH2:7][CH2:8][NH2:9])[CH2:6][CH2:5][O:4][CH2:3][CH2:2]1.[CH3:10][O:11][C:12]([C:14]1[CH:15]=[C:16]([CH3:36])[C:17]2[O:23][C:22]3[C:24]([Cl:32])=[CH:25][C:26]([NH:28][CH2:29][CH2:30]Cl)=[CH:27][C:21]=3[CH2:20][S:19](=[O:34])(=[O:33])[C:18]=2[CH:35]=1)=[O:13].O. Product: [CH3:10][O:11][C:12]([C:14]1[CH:15]=[C:16]([CH3:36])[C:17]2[O:23][C:22]3[C:24]([Cl:32])=[CH:25][C:26]([NH:28][CH2:29][CH2:30][NH:9][CH2:8][CH2:7][N:1]4[CH2:6][CH2:5][O:4][CH2:3][CH2:2]4)=[CH:27][C:21]=3[CH2:20][S:19](=[O:33])(=[O:34])[C:18]=2[CH:35]=1)=[O:13]. The catalyst class is: 639.